From a dataset of Full USPTO retrosynthesis dataset with 1.9M reactions from patents (1976-2016). Predict the reactants needed to synthesize the given product. (1) The reactants are: [NH:1]([C:3]1[CH:12]=[CH:11][C:6]([C:7]([O:9][CH3:10])=[O:8])=[CH:5][CH:4]=1)[NH2:2].[CH3:13][C:14](O)=[O:15]. Given the product [C:14]([NH:2][NH:1][C:3]1[CH:4]=[CH:5][C:6]([C:7]([O:9][CH3:10])=[O:8])=[CH:11][CH:12]=1)(=[O:15])[CH3:13], predict the reactants needed to synthesize it. (2) Given the product [Cl:1][C:2]1[N:7]=[CH:6][C:5]([C:8]([NH:10][C:11]2[CH:16]=[CH:15][C:14]([CH3:17])=[C:13]([C:18]3[C:19]4[CH:31]=[CH:30][C:29](=[O:32])[N:28]([C:33]5[C:38]([F:39])=[CH:37][CH:36]=[CH:35][C:34]=5[F:40])[C:20]=4[N:21]=[C:22]([NH:48][CH:46]4[CH2:47][C:42]([CH3:51])([CH3:41])[NH:43][C:44]([CH3:50])([CH3:49])[CH2:45]4)[N:23]=3)[CH:12]=2)=[O:9])=[CH:4][CH:3]=1, predict the reactants needed to synthesize it. The reactants are: [Cl:1][C:2]1[N:7]=[CH:6][C:5]([C:8]([NH:10][C:11]2[CH:16]=[CH:15][C:14]([CH3:17])=[C:13]([C:18]3[C:19]4[CH:31]=[CH:30][C:29](=[O:32])[N:28]([C:33]5[C:38]([F:39])=[CH:37][CH:36]=[CH:35][C:34]=5[F:40])[C:20]=4[N:21]=[C:22](S(C)(=O)=O)[N:23]=3)[CH:12]=2)=[O:9])=[CH:4][CH:3]=1.[CH3:41][C:42]1([CH3:51])[CH2:47][CH:46]([NH2:48])[CH2:45][C:44]([CH3:50])([CH3:49])[NH:43]1. (3) Given the product [Cl:22][CH2:6][CH:7]=[C:8]([CH3:9])[CH2:10][CH2:11][CH:12]=[C:13]([CH3:14])[CH2:15][CH2:16][CH:17]=[C:18]([CH3:20])[CH3:19], predict the reactants needed to synthesize it. The reactants are: P(Cl)(Cl)Cl.O[CH2:6][CH:7]=[C:8]([CH2:10][CH2:11][CH:12]=[C:13]([CH2:15][CH2:16][CH:17]=[C:18]([CH3:20])[CH3:19])[CH3:14])[CH3:9].P(Cl)(Cl)[Cl:22].CN(C=O)C.C([O-])(O)=O.[Na+].